Task: Predict the product of the given reaction.. Dataset: Forward reaction prediction with 1.9M reactions from USPTO patents (1976-2016) Given the reactants [CH2:1]([O:8][C:9]([NH:11][C:12]1[C:13]([C:29](O)=[O:30])=[N:14][C:15]2[C:20]([CH:21]=1)=[CH:19][CH:18]=[C:17]([N:22]1[CH2:27][CH2:26][N:25]([CH3:28])[CH2:24][CH2:23]1)[CH:16]=2)=[O:10])[C:2]1[CH:7]=[CH:6][CH:5]=[CH:4][CH:3]=1.[NH2:32][C:33]1[CH:34]=[N:35][CH:36]=[CH:37][C:38]=1[N:39]1[CH2:44][C@H:43]([CH3:45])[C@H:42]([N:46]2[CH:50]=[CH:49][N:48]=[N:47]2)[C@H:41]([NH:51][C:52](=[O:58])[O:53][C:54]([CH3:57])([CH3:56])[CH3:55])[CH2:40]1.CN(C(ON1N=NC2C=CC=NC1=2)=[N+](C)C)C.F[P-](F)(F)(F)(F)F.CCN(C(C)C)C(C)C, predict the reaction product. The product is: [C:54]([O:53][C:52]([NH:51][C@H:41]1[C@@H:42]([N:46]2[CH:50]=[CH:49][N:48]=[N:47]2)[C@@H:43]([CH3:45])[CH2:44][N:39]([C:38]2[CH:37]=[CH:36][N:35]=[CH:34][C:33]=2[NH:32][C:29]([C:13]2[C:12]([NH:11][C:9](=[O:10])[O:8][CH2:1][C:2]3[CH:7]=[CH:6][CH:5]=[CH:4][CH:3]=3)=[CH:21][C:20]3[C:15](=[CH:16][C:17]([N:22]4[CH2:23][CH2:24][N:25]([CH3:28])[CH2:26][CH2:27]4)=[CH:18][CH:19]=3)[N:14]=2)=[O:30])[CH2:40]1)=[O:58])([CH3:57])([CH3:56])[CH3:55].